Task: Predict the reactants needed to synthesize the given product.. Dataset: Full USPTO retrosynthesis dataset with 1.9M reactions from patents (1976-2016) (1) The reactants are: [OH-:1].[Na+].CN(C)[C:5](=[O:34])[CH2:6][N:7]1[C:16]2[C:11](=[N:12][CH:13]=[C:14]([CH2:17][C:18]3[CH:23]=[CH:22][C:21]([F:24])=[CH:20][CH:19]=3)[CH:15]=2)[C:10]([OH:25])=[C:9]([C:26]([NH:28][CH2:29][CH2:30][O:31][CH3:32])=[O:27])[C:8]1=[O:33]. Given the product [F:24][C:21]1[CH:20]=[CH:19][C:18]([CH2:17][C:14]2[CH:15]=[C:16]3[C:11]([C:10]([OH:25])=[C:9]([C:26]([NH:28][CH2:29][CH2:30][O:31][CH3:32])=[O:27])[C:8](=[O:33])[N:7]3[CH2:6][C:5]([OH:34])=[O:1])=[N:12][CH:13]=2)=[CH:23][CH:22]=1, predict the reactants needed to synthesize it. (2) Given the product [CH3:16][C:15]1[N:10]2[N:9]=[C:8]([CH:6]3[CH2:7][CH:5]3[C:3]3[N:30]=[C:25]4[N:26]([C:2]=3[CH3:19])[CH:27]=[CH:28][C:29]3[N:20]=[CH:21][CH:22]=[CH:23][C:24]4=3)[N:18]=[C:11]2[C:12]([CH3:17])=[N:13][CH:14]=1, predict the reactants needed to synthesize it. The reactants are: Br[CH:2]([CH3:19])[C:3]([CH:5]1[CH2:7][CH:6]1[C:8]1[N:18]=[C:11]2[C:12]([CH3:17])=[N:13][CH:14]=[C:15]([CH3:16])[N:10]2[N:9]=1)=O.[N:20]1[C:29]2[CH:28]=[CH:27][N:26]=[C:25]([NH2:30])[C:24]=2[CH:23]=[CH:22][CH:21]=1.C(=O)(O)[O-].[Na+]. (3) Given the product [F:18][C:4]([F:3])([F:17])[CH2:5][O:6][C:7]1[CH:16]=[CH:15][C:10]([SH:11])=[C:9]([OH:13])[CH:8]=1, predict the reactants needed to synthesize it. The reactants are: [OH-].[Na+].[F:3][C:4]([F:18])([F:17])[CH2:5][O:6][C:7]1[CH:16]=[CH:15][C:10]2[S:11]C(=O)[O:13][C:9]=2[CH:8]=1. (4) Given the product [CH2:1]([O:8][C:9]1[CH:24]=[C:23]([N:25]([CH2:41][C:42]2[CH:43]=[CH:44][C:45]([C:55]3[CH:56]=[CH:57][C:52]([C:49]([OH:51])=[O:50])=[CH:53][CH:54]=3)=[CH:46][CH:47]=2)[C:26](=[O:40])[CH2:27][N:28]([CH3:39])[S:29]([C:32]2[CH:33]=[CH:34][C:35]([CH3:38])=[CH:36][CH:37]=2)(=[O:31])=[O:30])[CH:22]=[CH:21][C:10]=1[C:11]([O:13][CH2:14][C:32]1[CH:37]=[CH:36][CH:35]=[CH:34][CH:33]=1)=[O:12])[C:9]1[CH:24]=[CH:23][CH:22]=[CH:21][CH:10]=1, predict the reactants needed to synthesize it. The reactants are: [CH2:1]([O:8][C:9]1[CH:24]=[C:23]([N:25]([CH2:41][C:42]2[CH:47]=[CH:46][C:45](Br)=[CH:44][CH:43]=2)[C:26](=[O:40])[CH2:27][N:28]([CH3:39])[S:29]([C:32]2[CH:37]=[CH:36][C:35]([CH3:38])=[CH:34][CH:33]=2)(=[O:31])=[O:30])[CH:22]=[CH:21][C:10]=1[C:11]([O:13][CH2:14]C1C=CC=CC=1)=[O:12])C1C=CC=CC=1.[C:49]([C:52]1[CH:57]=[CH:56][C:55](B(O)O)=[CH:54][CH:53]=1)([OH:51])=[O:50]. (5) Given the product [C:5]([O:4][C:2]([N:28]1[CH2:27][CH2:26][CH:25]([N:11]([CH:8]2[CH2:9][CH2:10]2)[C:12](=[O:24])[C:13]2[CH:14]=[CH:15][C:16]([C:19]3[O:23][CH:22]=[N:21][CH:20]=3)=[CH:17][CH:18]=2)[CH2:30][CH2:29]1)=[O:3])([CH3:7])=[CH2:6], predict the reactants needed to synthesize it. The reactants are: Cl[C:2]([O:4][C:5]([CH3:7])=[CH2:6])=[O:3].[CH:8]1([N:11]([CH:25]2[CH2:30][CH2:29][NH:28][CH2:27][CH2:26]2)[C:12](=[O:24])[C:13]2[CH:18]=[CH:17][C:16]([C:19]3[O:23][CH:22]=[N:21][CH:20]=3)=[CH:15][CH:14]=2)[CH2:10][CH2:9]1.C(N(CC)CC)C. (6) Given the product [C:20]1([C:17]2[N:16]=[C:15]([C:12]3[CH:11]=[CH:10][C:9]([OH:8])=[CH:14][CH:13]=3)[O:19][N:18]=2)[CH:21]=[CH:22][CH:23]=[CH:24][CH:25]=1, predict the reactants needed to synthesize it. The reactants are: C([O:8][C:9]1[CH:14]=[CH:13][C:12]([C:15]2[O:19][N:18]=[C:17]([C:20]3[CH:25]=[CH:24][CH:23]=[CH:22][CH:21]=3)[N:16]=2)=[CH:11][CH:10]=1)C1C=CC=CC=1. (7) The reactants are: O[C:2]1[C:11]2[C:6](=[CH:7][CH:8]=[C:9]([O:12][CH3:13])[CH:10]=2)[C:5]2[O:14][C:15]3[CH:20]=[CH:19][CH:18]=[CH:17][C:16]=3[C:4]=2[N:3]=1.[Cl:21]C1C=C2C(C3OC4C=CC=CC=4C=3N=C2O)=CC=1. Given the product [CH3:13][O:12][C:9]1[CH:10]=[C:11]2[C:6]([C:5]3[O:14][C:15]4[CH:20]=[CH:19][CH:18]=[CH:17][C:16]=4[C:4]=3[N:3]=[C:2]2[Cl:21])=[CH:7][CH:8]=1, predict the reactants needed to synthesize it.